This data is from Full USPTO retrosynthesis dataset with 1.9M reactions from patents (1976-2016). The task is: Predict the reactants needed to synthesize the given product. (1) The reactants are: O=C1C2C=CC=CC=2C(=O)[N:3]1[CH2:12][CH:13]([NH:21][C:22]([NH:24][NH:25][C:26]([C:28]1[CH:29]=[C:30]2[CH:37]=[CH:36][N:35]=[CH:34][C:31]2=[N:32][CH:33]=1)=O)=[S:23])[CH2:14][C:15]1[CH:20]=[CH:19][CH:18]=[CH:17][CH:16]=1.N1C=C(C(NN)=O)C=C2C=CN=CC=12.NC(CC1C=CC=CC=1)CN1C(=O)C2C=CC=CC=2C1=O. Given the product [NH2:3][CH2:12][CH:13]([NH:21][C:22]1[S:23][C:26]([C:28]2[CH:29]=[C:30]3[CH:37]=[CH:36][N:35]=[CH:34][C:31]3=[N:32][CH:33]=2)=[N:25][N:24]=1)[CH2:14][C:15]1[CH:20]=[CH:19][CH:18]=[CH:17][CH:16]=1, predict the reactants needed to synthesize it. (2) Given the product [N:1]1([C:5]([C:7]2[N:8]=[N:9][C:10]([O:14][C:15]3[CH:16]=[C:17]([CH:27]=[C:28]([O:30][C@@H:31]([CH3:35])[CH2:32][O:33][CH3:34])[CH:29]=3)[C:18]([NH:20][C:21]3[CH:25]=[CH:24][N:23]([CH3:26])[N:22]=3)=[O:19])=[CH:11][CH:12]=2)=[O:6])[CH2:4][CH2:3][CH2:2]1, predict the reactants needed to synthesize it. The reactants are: [N:1]1([C:5]([C:7]2[N:8]=[N:9][C:10](Cl)=[CH:11][CH:12]=2)=[O:6])[CH2:4][CH2:3][CH2:2]1.[OH:14][C:15]1[CH:16]=[C:17]([CH:27]=[C:28]([O:30][C@@H:31]([CH3:35])[CH2:32][O:33][CH3:34])[CH:29]=1)[C:18]([NH:20][C:21]1[CH:25]=[CH:24][N:23]([CH3:26])[N:22]=1)=[O:19].C(=O)([O-])[O-].[K+].[K+].